Dataset: TCR-epitope binding with 47,182 pairs between 192 epitopes and 23,139 TCRs. Task: Binary Classification. Given a T-cell receptor sequence (or CDR3 region) and an epitope sequence, predict whether binding occurs between them. (1) Result: 1 (the TCR binds to the epitope). The TCR CDR3 sequence is CASSSGQSNRQVTDTQYF. The epitope is MPASWVMRI. (2) The epitope is GLCTLVAML. The TCR CDR3 sequence is CASSLAEQGGELFF. Result: 1 (the TCR binds to the epitope). (3) The TCR CDR3 sequence is CASSFSPGPPEGELFF. Result: 0 (the TCR does not bind to the epitope). The epitope is RPPIFIRRL. (4) The epitope is FTISVTTEIL. The TCR CDR3 sequence is CASSLDRVGYTEAFF. Result: 1 (the TCR binds to the epitope). (5) The epitope is KLFIRQEEV. The TCR CDR3 sequence is CASSLGQRNKQFF. Result: 0 (the TCR does not bind to the epitope). (6) The epitope is TPRVTGGGAM. The TCR CDR3 sequence is CASTSTGGYGYTF. Result: 1 (the TCR binds to the epitope). (7) The epitope is KLWAQCVQL. The TCR CDR3 sequence is CSVNDWTDGYGYTF. Result: 0 (the TCR does not bind to the epitope).